This data is from Reaction yield outcomes from USPTO patents with 853,638 reactions. The task is: Predict the reaction yield, written as a fraction of the theoretical maximum amount of product (1.0 means a 100% yield; for example, 0.34 means a 34% yield). (1) The yield is 0.870. The catalyst is CN(C=O)C. The reactants are [F:1][C:2]1[CH:7]=[CH:6][C:5]([N:8]2[C:12]([C:13]3[N:14]=[CH:15][N:16]([C:18]4[CH:26]=[CH:25][C:21]([C:22](O)=[O:23])=[CH:20][N:19]=4)[CH:17]=3)=[C:11]([CH3:27])[N:10]=[N:9]2)=[CH:4][CH:3]=1.C1N=C[N:30](C(N2C=NC=C2)=O)C=1.[OH-].[NH4+]. The product is [F:1][C:2]1[CH:7]=[CH:6][C:5]([N:8]2[C:12]([C:13]3[N:14]=[CH:15][N:16]([C:18]4[CH:26]=[CH:25][C:21]([C:22]([NH2:30])=[O:23])=[CH:20][N:19]=4)[CH:17]=3)=[C:11]([CH3:27])[N:10]=[N:9]2)=[CH:4][CH:3]=1. (2) The reactants are [CH3:1][C:2]1([CH3:14])[C:6]([CH3:8])([CH3:7])[O:5][B:4]([C:9]2[CH:10]=[N:11][NH:12][CH:13]=2)[O:3]1.[CH3:15][C:16]([O:19][C:20](=[O:23])[CH2:21]Br)([CH3:18])[CH3:17].C(=O)([O-])[O-].[Cs+].[Cs+]. The catalyst is CN(C=O)C. The product is [CH3:1][C:2]1([CH3:14])[C:6]([CH3:7])([CH3:8])[O:5][B:4]([C:9]2[CH:13]=[N:12][N:11]([CH2:21][C:20]([O:19][C:16]([CH3:18])([CH3:17])[CH3:15])=[O:23])[CH:10]=2)[O:3]1. The yield is 0.840. (3) The reactants are [C:1]([C:5]1[CH:10]=[C:9](Br)[C:8]([N+:12]([O-:14])=[O:13])=[CH:7][C:6]=1[OH:15])([CH3:4])([CH3:3])[CH3:2].[CH2:16]([O:18][C:19]1[CH:24]=[CH:23][CH:22]=[CH:21][C:20]=1B(O)O)[CH3:17].C(=O)([O-])[O-].[K+].[K+].O. The catalyst is CN(C=O)C.C1C=CC([P]([Pd]([P](C2C=CC=CC=2)(C2C=CC=CC=2)C2C=CC=CC=2)([P](C2C=CC=CC=2)(C2C=CC=CC=2)C2C=CC=CC=2)[P](C2C=CC=CC=2)(C2C=CC=CC=2)C2C=CC=CC=2)(C2C=CC=CC=2)C2C=CC=CC=2)=CC=1. The product is [C:1]([C:5]1[CH:10]=[C:9]([C:20]2[CH:21]=[CH:22][CH:23]=[CH:24][C:19]=2[O:18][CH2:16][CH3:17])[C:8]([N+:12]([O-:14])=[O:13])=[CH:7][C:6]=1[OH:15])([CH3:4])([CH3:3])[CH3:2]. The yield is 0.920. (4) The reactants are [Cl:1][C:2]1[CH:7]=[CH:6][C:5]([C:8]2[N:12]([CH:13]([CH:18]3[CH2:23][CH2:22][CH2:21][CH2:20][CH2:19]3)[C:14]([CH3:17])([OH:16])[CH3:15])[C:11]3[CH:24]=[C:25]([F:29])[C:26]([F:28])=[CH:27][C:10]=3[N:9]=2)=[CH:4][CH:3]=1.Br[CH2:31][C:32]1[CH:41]=[CH:40][C:35]([C:36]([O:38][CH3:39])=[O:37])=[CH:34][CH:33]=1. No catalyst specified. The product is [CH3:39][O:38][C:36](=[O:37])[C:35]1[CH:40]=[CH:41][C:32]([CH2:31][O:16][C:14]([CH3:15])([CH3:17])[CH:13]([N:12]2[C:11]3[CH:24]=[C:25]([F:29])[C:26]([F:28])=[CH:27][C:10]=3[N:9]=[C:8]2[C:5]2[CH:6]=[CH:7][C:2]([Cl:1])=[CH:3][CH:4]=2)[CH:18]2[CH2:23][CH2:22][CH2:21][CH2:20][CH2:19]2)=[CH:33][CH:34]=1. The yield is 0.120. (5) The reactants are [F:1][C:2]1[CH:17]=[C:16]([CH:18]=O)[CH:15]=[CH:14][C:3]=1[O:4][C:5]1[CH:6]=[CH:7][C:8]([C:11]([NH2:13])=[O:12])=[N:9][CH:10]=1.[CH2:20]([CH:22]([CH2:26][CH3:27])[CH2:23][CH2:24][NH2:25])[CH3:21].[BH4-].[Na+]. The catalyst is CO. The product is [CH2:20]([CH:22]([CH2:26][CH3:27])[CH2:23][CH2:24][NH:25][CH2:18][C:16]1[CH:15]=[CH:14][C:3]([O:4][C:5]2[CH:6]=[CH:7][C:8]([C:11]([NH2:13])=[O:12])=[N:9][CH:10]=2)=[C:2]([F:1])[CH:17]=1)[CH3:21]. The yield is 0.580. (6) The reactants are Br[C:2]1[N:6]2[CH:7]=[CH:8][C:9]([CH:11]([O:14][CH3:15])[O:12][CH3:13])=[N:10][C:5]2=[N:4][CH:3]=1.CC1(C)C(C)(C)OB([C:24]2[CH:25]=[C:26]([C:30]3[C:31]([C:36]#[N:37])=[CH:32][CH:33]=[CH:34][CH:35]=3)[CH:27]=[CH:28][CH:29]=2)O1. No catalyst specified. The product is [CH3:13][O:12][CH:11]([O:14][CH3:15])[C:9]1[CH:8]=[CH:7][N:6]2[C:2]([C:28]3[CH:27]=[C:26]([C:30]4[C:31]([C:36]#[N:37])=[CH:32][CH:33]=[CH:34][CH:35]=4)[CH:25]=[CH:24][CH:29]=3)=[CH:3][N:4]=[C:5]2[N:10]=1. The yield is 0.440.